This data is from Full USPTO retrosynthesis dataset with 1.9M reactions from patents (1976-2016). The task is: Predict the reactants needed to synthesize the given product. (1) Given the product [F:31][C:23]1[CH:24]=[C:25]([N+:28]([O-:30])=[O:29])[CH:26]=[CH:27][C:22]=1[O:21][C:7]1[CH:8]=[C:9]2[C:13](=[CH:14][C:6]=1[C:4]([OH:5])=[O:3])[N:12]([CH:15]1[CH2:20][CH2:19][CH2:18][CH2:17][O:16]1)[N:11]=[CH:10]2, predict the reactants needed to synthesize it. The reactants are: C([O:3][C:4]([C:6]1[CH:14]=[C:13]2[C:9]([CH:10]=[N:11][N:12]2[CH:15]2[CH2:20][CH2:19][CH2:18][CH2:17][O:16]2)=[CH:8][C:7]=1[O:21][C:22]1[CH:27]=[CH:26][C:25]([N+:28]([O-:30])=[O:29])=[CH:24][C:23]=1[F:31])=[O:5])C.[Li+].[OH-].CCOC(C)=O.C(O)(=O)C. (2) Given the product [OH:35][C@H:36]([CH2:37][N:13]1[C:14]2([CH2:18][CH2:17][N:16]([CH2:19][CH2:20][O:21][C:22]3[CH:27]=[CH:26][CH:25]=[CH:24][CH:23]=3)[CH2:15]2)[C:28]2[NH:29][C:30]3[C:9](=[CH:8][C:7]([O:6][S:3]([C:2]([F:33])([F:1])[F:34])(=[O:4])=[O:5])=[CH:32][CH:31]=3)[C:10]=2[CH2:11][CH2:12]1)[C:38]([O:40][CH3:41])=[O:39], predict the reactants needed to synthesize it. The reactants are: [F:1][C:2]([F:34])([F:33])[S:3]([O:6][C:7]1[CH:8]=[C:9]2[C:30](=[CH:31][CH:32]=1)[NH:29][C:28]1[C:14]3([CH2:18][CH2:17][N:16]([CH2:19][CH2:20][O:21][C:22]4[CH:27]=[CH:26][CH:25]=[CH:24][CH:23]=4)[CH2:15]3)[NH:13][CH2:12][CH2:11][C:10]2=1)(=[O:5])=[O:4].[O:35]1[CH2:37][C@@H:36]1[C:38]([O:40][CH3:41])=[O:39]. (3) The reactants are: C1(C)C=CC(S(O)(=O)=O)=CC=1.[C:12]1([C@H:22]([NH:24][CH2:25]/[CH:26]=[CH:27]/[C:28]2[CH:33]=[CH:32][CH:31]=[C:30]([C:34]([F:37])([F:36])[F:35])[CH:29]=2)[CH3:23])[C:21]2[C:16](=[CH:17][CH:18]=[CH:19][CH:20]=2)[CH:15]=[CH:14][CH:13]=1.[OH-].[Na+].[ClH:40]. Given the product [ClH:40].[C:12]1([C@H:22]([NH:24][CH2:25]/[CH:26]=[CH:27]/[C:28]2[CH:33]=[CH:32][CH:31]=[C:30]([C:34]([F:35])([F:36])[F:37])[CH:29]=2)[CH3:23])[C:21]2[C:16](=[CH:17][CH:18]=[CH:19][CH:20]=2)[CH:15]=[CH:14][CH:13]=1, predict the reactants needed to synthesize it. (4) The reactants are: [NH2:1][C:2]1[N:7]=[CH:6][N:5]=[C:4]2[N:8]([CH2:12][C:13]3([OH:26])[CH2:18][CH2:17][N:16]([C:19]([O:21][C:22]([CH3:25])([CH3:24])[CH3:23])=[O:20])[CH2:15][CH2:14]3)[N:9]=[C:10](I)[C:3]=12.[CH3:27][O:28][C:29]1[CH:34]=[C:33](B2OC(C)(C)C(C)(C)O2)[CH:32]=[CH:31][C:30]=1[NH:44][C:45](=[O:54])[O:46][CH2:47][C:48]1[CH:53]=[CH:52][CH:51]=[CH:50][CH:49]=1.C(=O)([O-])[O-].[Na+].[Na+]. Given the product [NH2:1][C:2]1[N:7]=[CH:6][N:5]=[C:4]2[N:8]([CH2:12][C:13]3([OH:26])[CH2:18][CH2:17][N:16]([C:19]([O:21][C:22]([CH3:25])([CH3:24])[CH3:23])=[O:20])[CH2:15][CH2:14]3)[N:9]=[C:10]([C:33]3[CH:32]=[CH:31][C:30]([NH:44][C:45]([O:46][CH2:47][C:48]4[CH:53]=[CH:52][CH:51]=[CH:50][CH:49]=4)=[O:54])=[C:29]([O:28][CH3:27])[CH:34]=3)[C:3]=12, predict the reactants needed to synthesize it. (5) Given the product [CH3:3][O:4][C:5]1[CH:6]=[CH:7][C:8]([C:30]2[CH:35]=[CH:34][CH:33]=[C:32]([C:36]([F:37])([F:39])[F:38])[CH:31]=2)=[C:9]2[C:13]=1[C:12](=[O:14])[CH:11]([CH2:19][C:20]1[CH:25]=[CH:24][C:23]([C:26]([OH:28])=[O:27])=[CH:22][CH:21]=1)[CH2:10]2, predict the reactants needed to synthesize it. The reactants are: [OH-].[Li+].[CH3:3][O:4][C:5]1[CH:6]=[CH:7][C:8]([C:30]2[CH:35]=[CH:34][CH:33]=[C:32]([C:36]([F:39])([F:38])[F:37])[CH:31]=2)=[C:9]2[C:13]=1[C:12](=[O:14])[C:11]([CH2:19][C:20]1[CH:25]=[CH:24][C:23]([C:26]([O:28]C)=[O:27])=[CH:22][CH:21]=1)(C(OC)=O)[CH2:10]2. (6) Given the product [CH3:16][C:6]1[C:7]([CH:8]([CH2:13][CH2:14][CH3:15])[C:9]([O:11][CH3:12])=[O:10])=[C:2]([C:40]2[CH:48]=[C:47]3[C:43](=[CH:42][CH:41]=2)[CH2:44][CH2:45][C:46]3=[O:49])[N:3]=[C:4]([C:17]2[CH:22]=[CH:21][CH:20]=[CH:19][CH:18]=2)[N:5]=1, predict the reactants needed to synthesize it. The reactants are: Cl[C:2]1[C:7]([CH:8]([CH2:13][CH2:14][CH3:15])[C:9]([O:11][CH3:12])=[O:10])=[C:6]([CH3:16])[N:5]=[C:4]([C:17]2[CH:22]=[CH:21][CH:20]=[CH:19][CH:18]=2)[N:3]=1.C(N(CC)C(C)C)(C)C.CC1(C)C(C)(C)OB([C:40]2[CH:48]=[C:47]3[C:43]([CH2:44][CH2:45][C:46]3=[O:49])=[CH:42][CH:41]=2)O1.